From a dataset of Full USPTO retrosynthesis dataset with 1.9M reactions from patents (1976-2016). Predict the reactants needed to synthesize the given product. (1) The reactants are: CCN(C(C)C)C(C)C.[C:10]([O:14][CH3:15])(=[O:13])[CH2:11][OH:12].[C:16](Cl)([C:29]1[CH:34]=[CH:33][CH:32]=[CH:31][CH:30]=1)([C:23]1[CH:28]=[CH:27][CH:26]=[CH:25][CH:24]=1)[C:17]1[CH:22]=[CH:21][CH:20]=[CH:19][CH:18]=1. Given the product [C:16]([O:12][CH2:11][C:10]([O:14][CH3:15])=[O:13])([C:17]1[CH:22]=[CH:21][CH:20]=[CH:19][CH:18]=1)([C:29]1[CH:30]=[CH:31][CH:32]=[CH:33][CH:34]=1)[C:23]1[CH:24]=[CH:25][CH:26]=[CH:27][CH:28]=1, predict the reactants needed to synthesize it. (2) Given the product [F:35][C:36]1[C:41]([O:42][CH3:43])=[CH:40][CH:39]=[C:38]([F:44])[C:37]=1[C:2]1[N:7]=[C:6]([C:8]([NH:10][C:11]2[CH:12]=[N:13][CH:14]=[CH:15][C:16]=2[C@@H:17]2[O:22][C@H:21]([CH3:23])[C@:20]([OH:25])([CH3:24])[C@H:19]([NH:26][C:27](=[O:33])[O:28][C:29]([CH3:30])([CH3:32])[CH3:31])[CH2:18]2)=[O:9])[CH:5]=[CH:4][C:3]=1[F:34], predict the reactants needed to synthesize it. The reactants are: Br[C:2]1[N:7]=[C:6]([C:8]([NH:10][C:11]2[CH:12]=[N:13][CH:14]=[CH:15][C:16]=2[C@@H:17]2[O:22][C@H:21]([CH3:23])[C@:20]([OH:25])([CH3:24])[C@H:19]([NH:26][C:27](=[O:33])[O:28][C:29]([CH3:32])([CH3:31])[CH3:30])[CH2:18]2)=[O:9])[CH:5]=[CH:4][C:3]=1[F:34].[F:35][C:36]1[C:41]([O:42][CH3:43])=[CH:40][CH:39]=[C:38]([F:44])[C:37]=1B(O)O. (3) Given the product [CH2:22]([C:19]1[CH:20]=[CH:21][C:16]([O:15][C:12]2[CH:13]=[CH:14][C:9]([N:5]3[CH2:4][CH:3]([CH2:2][NH:1][C:26](=[O:28])[CH3:27])[O:7][C:6]3=[O:8])=[CH:10][C:11]=2[F:25])=[C:17]([OH:24])[CH:18]=1)[CH3:23], predict the reactants needed to synthesize it. The reactants are: [NH2:1][CH2:2][CH:3]1[O:7][C:6](=[O:8])[N:5]([C:9]2[CH:14]=[CH:13][C:12]([O:15][C:16]3[CH:21]=[CH:20][C:19]([CH2:22][CH3:23])=[CH:18][C:17]=3[OH:24])=[C:11]([F:25])[CH:10]=2)[CH2:4]1.[C:26](OC(=O)C)(=[O:28])[CH3:27]. (4) Given the product [CH2:16]([N:9]1[C:8]2[CH:13]=[CH:14][C:5]([C:3](=[O:4])[CH:2]([Cl:1])[CH3:15])=[CH:6][C:7]=2[O:11][C:10]1=[O:12])[C:17]1[CH:22]=[CH:21][CH:20]=[CH:19][CH:18]=1, predict the reactants needed to synthesize it. The reactants are: [Cl:1][CH:2]([CH3:15])[C:3]([C:5]1[CH:14]=[CH:13][C:8]2[NH:9][C:10](=[O:12])[O:11][C:7]=2[CH:6]=1)=[O:4].[CH2:16](Br)[C:17]1[CH:22]=[CH:21][CH:20]=[CH:19][CH:18]=1.C(=O)([O-])[O-].[K+].[K+]. (5) Given the product [Cl:4][C:5]1[CH:12]=[CH:11][C:8]([CH2:9][C:14]2([OH:13])[CH2:17][CH:16]([C:18]([OH:20])=[O:19])[CH2:15]2)=[CH:7][CH:6]=1, predict the reactants needed to synthesize it. The reactants are: [Mg].II.[Cl:4][C:5]1[CH:12]=[CH:11][C:8]([CH2:9]Cl)=[CH:7][CH:6]=1.[O:13]=[C:14]1[CH2:17][CH:16]([C:18]([OH:20])=[O:19])[CH2:15]1.Cl. (6) The reactants are: [OH-:1].[Na+].[CH3:3][C:4]([C:11]1[S:12][C:13]([C:16]([F:19])([F:18])[F:17])=[CH:14][CH:15]=1)([CH3:10])[C:5](OCC)=O.[CH2:20]([OH:22])C. Given the product [CH3:10][C:4]([C:11]1[S:12][C:13]([C:16]([F:17])([F:18])[F:19])=[CH:14][CH:15]=1)([CH3:3])[CH2:5][C:20]([OH:22])=[O:1], predict the reactants needed to synthesize it. (7) Given the product [C:1]([C:5]1[O:9][N:8]=[C:7]([NH:10][C:11]([NH:13][C:14]2[CH:19]=[CH:18][CH:17]=[C:16]([S:20][C:21]3[C:30]4[C:25](=[CH:26][C:27]([O:35][CH3:36])=[C:28]([O:31][CH2:32][CH2:33][N:41]5[CH2:42][CH2:43][N:38]([CH3:37])[CH2:39][CH2:40]5)[CH:29]=4)[N:24]=[CH:23][N:22]=3)[CH:15]=2)=[O:12])[CH:6]=1)([CH3:4])([CH3:3])[CH3:2], predict the reactants needed to synthesize it. The reactants are: [C:1]([C:5]1[O:9][N:8]=[C:7]([NH:10][C:11]([NH:13][C:14]2[CH:19]=[CH:18][CH:17]=[C:16]([S:20][C:21]3[C:30]4[C:25](=[CH:26][C:27]([O:35][CH3:36])=[C:28]([O:31][CH2:32][CH2:33]Cl)[CH:29]=4)[N:24]=[CH:23][N:22]=3)[CH:15]=2)=[O:12])[CH:6]=1)([CH3:4])([CH3:3])[CH3:2].[CH3:37][N:38]1[CH2:43][CH2:42][NH:41][CH2:40][CH2:39]1. (8) Given the product [NH:47]1[CH:41]=[CH:39][N:48]=[C:17]1[C:16]1[CH:19]=[CH:20][CH:21]=[CH:22][C:15]=1[O:14][C:13]1[CH:12]=[C:11]([C:10]2[C:3]3[C:4](=[N:5][CH:6]=[N:7][C:2]=3[NH2:1])[N:8]([C@H:26]3[CH2:31][CH2:30][C@@H:29]([N:32]4[CH2:37][CH2:36][N:35]([CH3:38])[CH2:34][CH2:33]4)[CH2:28][CH2:27]3)[N:9]=2)[CH:25]=[CH:24][CH:23]=1, predict the reactants needed to synthesize it. The reactants are: [NH2:1][C:2]1[N:7]=[CH:6][N:5]=[C:4]2[N:8]([C@H:26]3[CH2:31][CH2:30][C@@H:29]([N:32]4[CH2:37][CH2:36][N:35]([CH3:38])[CH2:34][CH2:33]4)[CH2:28][CH2:27]3)[N:9]=[C:10]([C:11]3[CH:12]=[C:13]([CH:23]=[CH:24][CH:25]=3)[O:14][C:15]3[CH:22]=[CH:21][CH:20]=[CH:19][C:16]=3[CH:17]=O)[C:3]=12.[CH:39]([CH:41]=O)=O.C(=O)([O-])[O-].[NH4+:47].[NH4+:48].